This data is from Full USPTO retrosynthesis dataset with 1.9M reactions from patents (1976-2016). The task is: Predict the reactants needed to synthesize the given product. (1) Given the product [N:1]1([C:6]2[CH:11]=[C:10]([Cl:12])[C:9]([S:13]([NH2:16])(=[O:15])=[O:14])=[C:8]([OH:23])[C:7]=2[N+:18]([O-:20])=[O:19])[CH2:5][CH2:4][CH2:3][CH2:2]1, predict the reactants needed to synthesize it. The reactants are: [N:1]1([C:6]2[CH:11]=[C:10]([Cl:12])[C:9]([S:13]([NH2:16])(=[O:15])=[O:14])=[C:8](Cl)[C:7]=2[N+:18]([O-:20])=[O:19])[CH2:5][CH2:4][CH2:3][CH2:2]1.[H-].[Na+].[OH2:23]. (2) Given the product [N:23]1([C:21]2[CH:20]=[CH:19][C:18]([C:28]3[N:29]=[N:30][C:31]([O:34][CH:35]4[CH2:39][CH2:38][NH:37][CH2:36]4)=[CH:32][CH:33]=3)=[C:17]([OH:16])[CH:22]=2)[CH:27]=[CH:26][CH:25]=[N:24]1, predict the reactants needed to synthesize it. The reactants are: C1(O)C=CC=CC=1.C1(S)C=CC=CC=1.C[O:16][C:17]1[CH:22]=[C:21]([N:23]2[CH:27]=[CH:26][CH:25]=[N:24]2)[CH:20]=[CH:19][C:18]=1[C:28]1[N:29]=[N:30][C:31]([O:34][CH:35]2[CH2:39][CH2:38][NH:37][CH2:36]2)=[CH:32][CH:33]=1.C([O-])([O-])=O.[K+].[K+]. (3) Given the product [Cl:30][C:24]1[CH:25]=[CH:26][CH:27]=[C:28]([Cl:29])[C:23]=1[C:22]([NH:21][CH:4]([CH2:5]/[CH:6]=[CH:7]/[C:8]1[CH:13]=[CH:12][C:11]([C:14]2([OH:20])[CH2:19][CH2:18][O:17][CH2:16][CH2:15]2)=[CH:10][CH:9]=1)[C:3]([OH:32])=[O:2])=[O:31], predict the reactants needed to synthesize it. The reactants are: C[O:2][C:3](=[O:32])[CH:4]([NH:21][C:22](=[O:31])[C:23]1[C:28]([Cl:29])=[CH:27][CH:26]=[CH:25][C:24]=1[Cl:30])[CH2:5]/[CH:6]=[CH:7]/[C:8]1[CH:13]=[CH:12][C:11]([C:14]2([OH:20])[CH2:19][CH2:18][O:17][CH2:16][CH2:15]2)=[CH:10][CH:9]=1. (4) Given the product [Br:1][C:2]1[CH:3]=[C:4]([C:9](=[O:22])[CH:10]([C:12]2[C:17]([O:18][CH3:19])=[CH:16][CH:15]=[C:14]([F:20])[C:13]=2[Cl:21])[CH3:11])[C:5]([Cl:8])=[N:6][CH:7]=1, predict the reactants needed to synthesize it. The reactants are: [Br:1][C:2]1[CH:3]=[C:4]([CH:9]([OH:22])[CH:10]([C:12]2[C:17]([O:18][CH3:19])=[CH:16][CH:15]=[C:14]([F:20])[C:13]=2[Cl:21])[CH3:11])[C:5]([Cl:8])=[N:6][CH:7]=1.[Cr](Cl)([O-])(=O)=O.[NH+]1C=CC=CC=1. (5) Given the product [NH2:10][C:11]1[C:18]([Cl:19])=[C:17]([N:20]2[CH2:25][CH2:24][C@@H:23]([NH:26][C:6](=[O:7])[O:8][CH3:9])[C@H:22]([O:27][CH3:28])[CH2:21]2)[CH:16]=[C:13]([C:14]#[N:15])[CH:12]=1, predict the reactants needed to synthesize it. The reactants are: [C:6](O[C:6]([O:8][CH3:9])=[O:7])([O:8][CH3:9])=[O:7].[NH2:10][C:11]1[CH:12]=[C:13]([CH:16]=[C:17]([N:20]2[CH2:25][CH2:24][C@@H:23]([NH2:26])[C@H:22]([O:27][CH3:28])[CH2:21]2)[C:18]=1[Cl:19])[C:14]#[N:15].C(N(CC)CC)C. (6) The reactants are: C([O:3][C:4]([CH:6]1[CH2:11][CH2:10][N:9]([S:12]([C:15]2[CH:20]=[CH:19][C:18]([CH3:21])=[CH:17][CH:16]=2)(=[O:14])=[O:13])[CH2:8][CH2:7]1)=O)C.[H-].[H-].[H-].[H-].[Li+].[Al+3].C1COCC1. Given the product [C:18]1([CH3:21])[CH:17]=[CH:16][C:15]([S:12]([N:9]2[CH2:8][CH2:7][CH:6]([CH2:4][OH:3])[CH2:11][CH2:10]2)(=[O:13])=[O:14])=[CH:20][CH:19]=1, predict the reactants needed to synthesize it.